Dataset: Reaction yield outcomes from USPTO patents with 853,638 reactions. Task: Predict the reaction yield, written as a fraction of the theoretical maximum amount of product (1.0 means a 100% yield; for example, 0.34 means a 34% yield). (1) The reactants are CC1(C)[O:6][C@H:5]([CH2:7][N:8]2[CH:12]=[CH:11][C:10]([NH:13][C:14](=[O:35])[CH:15]([N:20]3[C:25](=[O:26])[CH:24]=[C:23]([NH:27][C:28]4[CH:33]=[CH:32][CH:31]=[CH:30][C:29]=4[Cl:34])[CH:22]=[N:21]3)[CH2:16][CH:17]([CH3:19])[CH3:18])=[N:9]2)[CH2:4][O:3]1.Cl. The catalyst is O1CCCC1. The product is [OH:6][C@@H:5]([CH2:4][OH:3])[CH2:7][N:8]1[CH:12]=[CH:11][C:10]([NH:13][C:14](=[O:35])[CH:15]([N:20]2[C:25](=[O:26])[CH:24]=[C:23]([NH:27][C:28]3[CH:33]=[CH:32][CH:31]=[CH:30][C:29]=3[Cl:34])[CH:22]=[N:21]2)[CH2:16][CH:17]([CH3:19])[CH3:18])=[N:9]1. The yield is 0.780. (2) The reactants are [F:1][C:2]([F:35])([F:34])[C:3]1[CH:4]=[C:5]([NH:13][C:14]2[C:23]3[C:18](=[CH:19][CH:20]=[CH:21][CH:22]=3)[C:17]([C:24]3[CH:33]=[CH:32][C:27]([C:28]([O:30]C)=O)=[CH:26][CH:25]=3)=[N:16][N:15]=2)[CH:6]=[C:7]([C:9]([F:12])([F:11])[F:10])[CH:8]=1.[CH3:36][NH2:37]. The catalyst is CO. The product is [F:1][C:2]([F:34])([F:35])[C:3]1[CH:4]=[C:5]([NH:13][C:14]2[C:23]3[C:18](=[CH:19][CH:20]=[CH:21][CH:22]=3)[C:17]([C:24]3[CH:25]=[CH:26][C:27]([C:28]([NH:37][CH3:36])=[O:30])=[CH:32][CH:33]=3)=[N:16][N:15]=2)[CH:6]=[C:7]([C:9]([F:10])([F:11])[F:12])[CH:8]=1. The yield is 0.0800. (3) The reactants are [NH:1]1[CH:5]=[CH:4][CH:3]=[N:2]1.[CH3:6][O:7][C:8]1[CH:13]=[CH:12][C:11](Br)=[CH:10][CH:9]=1. No catalyst specified. The product is [CH3:6][O:7][C:8]1[CH:13]=[CH:12][C:11]([N:1]2[CH:5]=[CH:4][CH:3]=[N:2]2)=[CH:10][CH:9]=1. The yield is 0.800. (4) The reactants are [CH:1]([C:3]1[CH:11]=[CH:10][C:6]([C:7]([OH:9])=[O:8])=[CH:5][CH:4]=1)=O.[F:12][C:13]1[CH:19]=[CH:18][CH:17]=[CH:16][C:14]=1[NH2:15].[B][B][B][B][B][B][B][B][B][B]. The catalyst is CO. The product is [F:12][C:13]1[CH:19]=[CH:18][CH:17]=[CH:16][C:14]=1[NH:15][CH2:1][C:3]1[CH:11]=[CH:10][C:6]([C:7]([OH:9])=[O:8])=[CH:5][CH:4]=1. The yield is 0.990. (5) The reactants are Br[C:2]1[C:3]([NH:10][CH2:11][C:12]([CH3:15])([CH3:14])[CH3:13])=[N:4][C:5]([C:8]#[N:9])=[N:6][CH:7]=1.[CH2:16]([N:19]1[CH2:24][CH2:23][S:22](=[O:26])(=[O:25])[CH2:21][CH2:20]1)[C:17]#[CH:18].C(N(CC)CC)C. The catalyst is CN(C=O)C.[Cu]I. The product is [CH3:13][C:12]([CH3:15])([CH3:14])[CH2:11][N:10]1[C:3]2[N:4]=[C:5]([C:8]#[N:9])[N:6]=[CH:7][C:2]=2[CH:18]=[C:17]1[CH2:16][N:19]1[CH2:20][CH2:21][S:22](=[O:25])(=[O:26])[CH2:23][CH2:24]1. The yield is 0.0140.